From a dataset of Catalyst prediction with 721,799 reactions and 888 catalyst types from USPTO. Predict which catalyst facilitates the given reaction. (1) Reactant: C(S([C:10]1[N:15]2[N:16]=[CH:17][C:18]([CH:19]=[C:20]3[NH:24][C:23](=[O:25])[NH:22][C:21]3=[O:26])=[C:14]2[N:13]=[C:12]([NH:27][C:28]2[CH:33]=[CH:32][CH:31]=[C:30]([Cl:34])[CH:29]=2)[CH:11]=1)=O)C1C=CC=CC=1.[NH2:35][CH2:36][CH2:37][OH:38].O. Product: [Cl:34][C:30]1[CH:29]=[C:28]([NH:27][C:12]2[CH:11]=[C:10]([NH:35][CH2:36][CH2:37][OH:38])[N:15]3[N:16]=[CH:17][C:18]([CH:19]=[C:20]4[NH:24][C:23](=[O:25])[NH:22][C:21]4=[O:26])=[C:14]3[N:13]=2)[CH:33]=[CH:32][CH:31]=1. The catalyst class is: 37. (2) Reactant: [CH3:1][C:2]1[O:6][N:5]=[C:4]([C:7]2[CH:12]=[CH:11][CH:10]=[CH:9][CH:8]=2)[C:3]=1[CH2:13][O:14][C:15]1[N:20]=[CH:19][C:18]([C:21]([NH:23][CH:24]2[CH2:29][CH2:28][CH2:27][N:26]([CH2:30][C:31]([OH:33])=O)[CH2:25]2)=[O:22])=[CH:17][CH:16]=1.[CH2:34]([NH2:36])[CH3:35]. Product: [CH2:34]([NH:36][C:31]([CH2:30][N:26]1[CH2:27][CH2:28][CH2:29][CH:24]([NH:23][C:21](=[O:22])[C:18]2[CH:17]=[CH:16][C:15]([O:14][CH2:13][C:3]3[C:4]([C:7]4[CH:8]=[CH:9][CH:10]=[CH:11][CH:12]=4)=[N:5][O:6][C:2]=3[CH3:1])=[N:20][CH:19]=2)[CH2:25]1)=[O:33])[CH3:35]. The catalyst class is: 6. (3) Reactant: [N+:1]([C:4]1[CH:5]=[CH:6][C:7]([O:10][CH:11]2[CH2:16][CH2:15][CH:14]([C:17]([O:19][CH2:20][CH3:21])=[O:18])[CH2:13][CH2:12]2)=[N:8][CH:9]=1)([O-])=O. Product: [NH2:1][C:4]1[CH:5]=[CH:6][C:7]([O:10][CH:11]2[CH2:12][CH2:13][CH:14]([C:17]([O:19][CH2:20][CH3:21])=[O:18])[CH2:15][CH2:16]2)=[N:8][CH:9]=1. The catalyst class is: 153. (4) Reactant: [CH2:1]([N:8]([C@H:14]([C:16]1[CH:21]=[CH:20][CH:19]=[CH:18][CH:17]=1)[CH3:15])[C@@H:9]([CH3:13])[CH2:10][CH2:11][OH:12])[C:2]1[CH:7]=[CH:6][CH:5]=[CH:4][CH:3]=1.[H-].[Na+].[CH3:24]I. Product: [CH2:1]([N:8]([C@H:14]([C:16]1[CH:17]=[CH:18][CH:19]=[CH:20][CH:21]=1)[CH3:15])[C@H:9]([CH2:10][CH2:11][O:12][CH3:24])[CH3:13])[C:2]1[CH:3]=[CH:4][CH:5]=[CH:6][CH:7]=1. The catalyst class is: 1. (5) Product: [F:1][C:2]1[CH:12]=[CH:11][C:10]2=[C:13]3[C:3]=1[O:4][CH2:5][CH2:6][N:7]3[C:8]([CH:14]([NH:16][C:18]1[N:26]=[CH:25][N:24]=[C:23]3[C:19]=1[N:20]=[CH:21][N:22]3[CH:27]1[CH2:32][CH2:31][CH2:30][CH2:29][O:28]1)[CH3:15])=[N:9]2. The catalyst class is: 41. Reactant: [F:1][C:2]1[CH:12]=[CH:11][C:10]2=[C:13]3[C:3]=1[O:4][CH2:5][CH2:6][N:7]3[C:8]([CH:14]([NH2:16])[CH3:15])=[N:9]2.Cl[C:18]1[N:26]=[CH:25][N:24]=[C:23]2[C:19]=1[N:20]=[CH:21][N:22]2[CH:27]1[CH2:32][CH2:31][CH2:30][CH2:29][O:28]1.CCN(C(C)C)C(C)C.